The task is: Predict the reactants needed to synthesize the given product.. This data is from Full USPTO retrosynthesis dataset with 1.9M reactions from patents (1976-2016). The reactants are: [CH3:1][CH:2]1[CH2:7][CH2:6][C:5]([N:8]2[CH:12]=[C:11]([C:13]([O:15]CC)=[O:14])[C:10]([N:18]([C:25]([C@H:27]3[CH2:32][CH2:31][C@H:30]([CH3:33])[CH2:29][CH2:28]3)=[O:26])C3CCCCO3)=[N:9]2)=[CH:4][CH2:3]1.[OH-:34].[Na+]. Given the product [CH3:1][CH:2]1[CH2:7][CH2:6][C:5]([N:8]2[CH:12]=[C:11]([C:13]([OH:15])=[O:14])[C:10]([N:18]([C:25]([C@H:27]3[CH2:28][CH2:29][C@H:30]([CH3:33])[CH2:31][CH2:32]3)=[O:26])[CH:2]3[CH2:7][CH2:6][O:34][CH2:4][CH2:3]3)=[N:9]2)=[CH:4][CH2:3]1, predict the reactants needed to synthesize it.